This data is from Reaction yield outcomes from USPTO patents with 853,638 reactions. The task is: Predict the reaction yield, written as a fraction of the theoretical maximum amount of product (1.0 means a 100% yield; for example, 0.34 means a 34% yield). (1) The reactants are [Cl:1][C:2]1[CH:7]=[CH:6][C:5]([S:8]([NH:11][C:12]2[C:13]([C:19]([OH:21])=O)=[N:14][CH:15]=[C:16]([CH3:18])[CH:17]=2)(=[O:10])=[O:9])=[CH:4][C:3]=1[C:22]([F:25])([F:24])[F:23].Cl.[CH3:27][O:28][NH:29][CH3:30]. The catalyst is C1COCC1. The product is [CH3:27][O:28][N:29]([CH3:30])[C:19]([C:13]1[C:12]([NH:11][S:8]([C:5]2[CH:6]=[CH:7][C:2]([Cl:1])=[C:3]([C:22]([F:25])([F:23])[F:24])[CH:4]=2)(=[O:10])=[O:9])=[CH:17][C:16]([CH3:18])=[CH:15][N:14]=1)=[O:21]. The yield is 0.840. (2) The reactants are Br[C:2]1[C:3]([C:9]#[N:10])=[N:4][C:5]([CH3:8])=[CH:6][CH:7]=1.C([Sn](CCCC)(CCCC)[C:16]1[CH:21]=[CH:20][CH:19]=[CH:18][N:17]=1)CCC.[F-].[Cs+]. The catalyst is CN(C=O)C.[Cu]I.C1C=CC([P]([Pd]([P](C2C=CC=CC=2)(C2C=CC=CC=2)C2C=CC=CC=2)([P](C2C=CC=CC=2)(C2C=CC=CC=2)C2C=CC=CC=2)[P](C2C=CC=CC=2)(C2C=CC=CC=2)C2C=CC=CC=2)(C2C=CC=CC=2)C2C=CC=CC=2)=CC=1. The product is [CH3:8][C:5]1[N:4]=[C:3]([C:9]#[N:10])[C:2]([C:16]2[CH:21]=[CH:20][CH:19]=[CH:18][N:17]=2)=[CH:7][CH:6]=1. The yield is 0.880. (3) The catalyst is O1CCCC1. The product is [C:1]([O:5][C:6]([NH:8][CH2:9][C:10]1[C:11]([C:28]2[CH:29]=[CH:30][C:31]([CH3:34])=[CH:32][CH:33]=2)=[C:12](/[CH:21]=[CH:22]/[C:23]([OH:25])=[O:24])[C:13]([CH3:20])=[N:14][C:15]=1[CH2:16][CH:17]([CH3:19])[CH3:18])=[O:7])([CH3:2])([CH3:3])[CH3:4]. The yield is 0.930. The reactants are [C:1]([O:5][C:6]([NH:8][CH2:9][C:10]1[C:11]([C:28]2[CH:33]=[CH:32][C:31]([CH3:34])=[CH:30][CH:29]=2)=[C:12](/[CH:21]=[CH:22]/[C:23]([O:25]CC)=[O:24])[C:13]([CH3:20])=[N:14][C:15]=1[CH2:16][CH:17]([CH3:19])[CH3:18])=[O:7])([CH3:4])([CH3:3])[CH3:2].[OH-].[Na+].Cl. (4) The reactants are [CH:1]1([C:4]([NH:6][C:7]2[N:8]=[C:9]3[CH:14]=[CH:13][C:12]([O:15][C:16]4[CH:21]=[CH:20][C:19]([NH:22][C:23]([C:25]5[C:26](=[O:39])[N:27]([C:32]6[CH:37]=[CH:36][C:35]([F:38])=[CH:34][CH:33]=6)[C:28]([CH3:31])=[CH:29][CH:30]=5)=[O:24])=[CH:18][C:17]=4[F:40])=[CH:11][N:10]3[CH:41]=2)=[O:5])[CH2:3][CH2:2]1.[ClH:42]. The catalyst is C(O)C.O.C(OCC)(=O)C.C(C(C)=O)C. The product is [ClH:42].[CH:1]1([C:4]([NH:6][C:7]2[N:8]=[C:9]3[CH:14]=[CH:13][C:12]([O:15][C:16]4[CH:21]=[CH:20][C:19]([NH:22][C:23]([C:25]5[C:26](=[O:39])[N:27]([C:32]6[CH:37]=[CH:36][C:35]([F:38])=[CH:34][CH:33]=6)[C:28]([CH3:31])=[CH:29][CH:30]=5)=[O:24])=[CH:18][C:17]=4[F:40])=[CH:11][N:10]3[CH:41]=2)=[O:5])[CH2:3][CH2:2]1. The yield is 0.390. (5) The reactants are [CH3:1][C:2]1([CH3:13])[CH2:8][NH:7][C:6]2[N:9]=[CH:10][CH:11]=[CH:12][C:5]=2[CH2:4][NH:3]1.[Br:14]Br. The catalyst is CN(C=O)C. The product is [Br:14][C:11]1[CH:10]=[N:9][C:6]2[NH:7][CH2:8][C:2]([CH3:13])([CH3:1])[N:3]=[CH:4][C:5]=2[CH:12]=1. The yield is 0.540. (6) The reactants are [C:1]([O:5][C:6](=[O:29])[CH2:7][C@@H:8]([CH2:17][O:18][S:19]([C:22]1[CH:27]=[CH:26][C:25]([CH3:28])=[CH:24][CH:23]=1)(=[O:21])=[O:20])[CH2:9][C@H:10]([CH3:16])[CH2:11][CH2:12][CH2:13][CH2:14][CH3:15])([CH3:4])([CH3:3])[CH3:2].C(OC(=O)C[C@@H](CO)C[C@@H](C)CCCCC)(C)(C)C. No catalyst specified. The product is [C:1]([O:5][C:6](=[O:29])[CH2:7][C@@H:8]([CH2:17][O:18][S:19]([C:22]1[CH:27]=[CH:26][C:25]([CH3:28])=[CH:24][CH:23]=1)(=[O:21])=[O:20])[CH2:9][C@@H:10]([CH3:16])[CH2:11][CH2:12][CH2:13][CH2:14][CH3:15])([CH3:2])([CH3:3])[CH3:4]. The yield is 0.640.